Task: Regression. Given two drug SMILES strings and cell line genomic features, predict the synergy score measuring deviation from expected non-interaction effect.. Dataset: NCI-60 drug combinations with 297,098 pairs across 59 cell lines Drug 1: CC12CCC3C(C1CCC2O)C(CC4=C3C=CC(=C4)O)CCCCCCCCCS(=O)CCCC(C(F)(F)F)(F)F. Drug 2: CC(C)CN1C=NC2=C1C3=CC=CC=C3N=C2N. Cell line: NCI/ADR-RES. Synergy scores: CSS=5.32, Synergy_ZIP=0.420, Synergy_Bliss=-5.27, Synergy_Loewe=-1.45, Synergy_HSA=-1.35.